From a dataset of CYP2D6 inhibition data for predicting drug metabolism from PubChem BioAssay. Regression/Classification. Given a drug SMILES string, predict its absorption, distribution, metabolism, or excretion properties. Task type varies by dataset: regression for continuous measurements (e.g., permeability, clearance, half-life) or binary classification for categorical outcomes (e.g., BBB penetration, CYP inhibition). Dataset: cyp2d6_veith. (1) The compound is CN(C)c1ncnc2ccc(-c3ccc4c(c3)OCO4)cc12. The result is 1 (inhibitor). (2) The molecule is COCCn1c(=O)c(-c2ccc(Cl)cc2)nc2cnc(Oc3cccc(Cl)c3)nc21. The result is 0 (non-inhibitor). (3) The result is 1 (inhibitor). The compound is c1cncc(-c2nc(NCCN3CCOCC3)c3ccccc3n2)c1. (4) The drug is Cc1cccc(C)c1NC(=O)N1CCC(N2CCCCC2)CC1. The result is 0 (non-inhibitor). (5) The molecule is CN(C)CC/C=C1\c2ccccc2Sc2cc(Cl)ccc21. The result is 1 (inhibitor). (6) The drug is COc1ccc2[nH]c3c(c2c1)CCN=C3C. The result is 1 (inhibitor).